Dataset: Peptide-MHC class I binding affinity with 185,985 pairs from IEDB/IMGT. Task: Regression. Given a peptide amino acid sequence and an MHC pseudo amino acid sequence, predict their binding affinity value. This is MHC class I binding data. (1) The peptide sequence is GLLSSKFKA. The MHC is HLA-B51:01 with pseudo-sequence HLA-B51:01. The binding affinity (normalized) is 0.213. (2) The peptide sequence is LSKEYSDRQGK. The MHC is Mamu-A01 with pseudo-sequence Mamu-A01. The binding affinity (normalized) is 0.326. (3) The peptide sequence is KLWASFFQG. The MHC is HLA-A26:01 with pseudo-sequence HLA-A26:01. The binding affinity (normalized) is 0.0847. (4) The peptide sequence is KSLLLLNTR. The MHC is HLA-A68:01 with pseudo-sequence HLA-A68:01. The binding affinity (normalized) is 0.100. (5) The peptide sequence is KIPTHRHI. The MHC is H-2-Kb with pseudo-sequence H-2-Kb. The binding affinity (normalized) is 0.275. (6) The peptide sequence is AYISSEATTPS. The MHC is Patr-A0901 with pseudo-sequence Patr-A0901. The binding affinity (normalized) is 0.599.